From a dataset of NCI-60 drug combinations with 297,098 pairs across 59 cell lines. Regression. Given two drug SMILES strings and cell line genomic features, predict the synergy score measuring deviation from expected non-interaction effect. (1) Drug 1: COC1=C(C=C2C(=C1)N=CN=C2NC3=CC(=C(C=C3)F)Cl)OCCCN4CCOCC4. Drug 2: CN(CCCl)CCCl.Cl. Cell line: NCI-H522. Synergy scores: CSS=31.8, Synergy_ZIP=-6.40, Synergy_Bliss=-5.62, Synergy_Loewe=-6.15, Synergy_HSA=-0.936. (2) Synergy scores: CSS=5.01, Synergy_ZIP=1.49, Synergy_Bliss=3.48, Synergy_Loewe=3.33, Synergy_HSA=1.25. Cell line: SW-620. Drug 2: C1C(C(OC1N2C=NC3=C2NC=NCC3O)CO)O. Drug 1: CN1C2=C(C=C(C=C2)N(CCCl)CCCl)N=C1CCCC(=O)O.Cl. (3) Drug 1: C1CCN(CC1)CCOC2=CC=C(C=C2)C(=O)C3=C(SC4=C3C=CC(=C4)O)C5=CC=C(C=C5)O. Drug 2: CC1=C2C(C(=O)C3(C(CC4C(C3C(C(C2(C)C)(CC1OC(=O)C(C(C5=CC=CC=C5)NC(=O)OC(C)(C)C)O)O)OC(=O)C6=CC=CC=C6)(CO4)OC(=O)C)O)C)O. Cell line: UACC62. Synergy scores: CSS=23.0, Synergy_ZIP=2.88, Synergy_Bliss=4.14, Synergy_Loewe=-35.9, Synergy_HSA=1.18. (4) Drug 1: CS(=O)(=O)C1=CC(=C(C=C1)C(=O)NC2=CC(=C(C=C2)Cl)C3=CC=CC=N3)Cl. Drug 2: CCC1(CC2CC(C3=C(CCN(C2)C1)C4=CC=CC=C4N3)(C5=C(C=C6C(=C5)C78CCN9C7C(C=CC9)(C(C(C8N6C=O)(C(=O)OC)O)OC(=O)C)CC)OC)C(=O)OC)O.OS(=O)(=O)O. Cell line: COLO 205. Synergy scores: CSS=51.0, Synergy_ZIP=11.0, Synergy_Bliss=12.3, Synergy_Loewe=-12.3, Synergy_HSA=6.85. (5) Drug 1: CN(CCCl)CCCl.Cl. Drug 2: COC1=C2C(=CC3=C1OC=C3)C=CC(=O)O2. Cell line: RXF 393. Synergy scores: CSS=6.31, Synergy_ZIP=-3.25, Synergy_Bliss=-2.71, Synergy_Loewe=-6.02, Synergy_HSA=-3.18. (6) Drug 1: C1C(C(OC1N2C=C(C(=O)NC2=O)F)CO)O. Drug 2: B(C(CC(C)C)NC(=O)C(CC1=CC=CC=C1)NC(=O)C2=NC=CN=C2)(O)O. Cell line: NCI-H226. Synergy scores: CSS=7.79, Synergy_ZIP=-0.628, Synergy_Bliss=-2.80, Synergy_Loewe=-21.7, Synergy_HSA=-2.82.